From a dataset of Forward reaction prediction with 1.9M reactions from USPTO patents (1976-2016). Predict the product of the given reaction. (1) Given the reactants Cl.[NH2:2][C@@H:3]([C:20]1[CH:25]=[CH:24][CH:23]=[CH:22][CH:21]=1)[C:4]([F:19])([F:18])[CH2:5][CH:6]1[C:11](=[O:12])[N:10]([CH:13]([CH3:15])[CH3:14])[C:9](=[O:16])[NH:8][C:7]1=O, predict the reaction product. The product is: [F:18][C:4]1([F:19])[C@H:3]([C:20]2[CH:25]=[CH:24][CH:23]=[CH:22][CH:21]=2)[NH:2][C:7]2[NH:8][C:9](=[O:16])[N:10]([CH:13]([CH3:15])[CH3:14])[C:11](=[O:12])[C:6]=2[CH2:5]1. (2) Given the reactants CS(C)=O.C(Cl)(=O)C(Cl)=O.[Cl:11][C:12]1[C:17]([CH2:18][OH:19])=[C:16]([Cl:20])[CH:15]=[C:14]([CH3:21])[N:13]=1.C(N(CC)CC)C, predict the reaction product. The product is: [Cl:11][C:12]1[C:17]([CH:18]=[O:19])=[C:16]([Cl:20])[CH:15]=[C:14]([CH3:21])[N:13]=1. (3) Given the reactants [N:1]1[CH:6]=[CH:5][CH:4]=[C:3]([NH:7][C:8](=[O:15])OCC(Cl)(Cl)Cl)[CH:2]=1.[S:16]1[CH:20]=[CH:19][C:18]([C:21]2[N:25]=[C:24]([N:26]3[CH2:31][CH2:30][NH:29][CH2:28][CH2:27]3)[S:23][N:22]=2)=[CH:17]1.C(N(C(C)C)CC)(C)C.O, predict the reaction product. The product is: [N:1]1[CH:6]=[CH:5][CH:4]=[C:3]([NH:7][C:8]([N:29]2[CH2:28][CH2:27][N:26]([C:24]3[S:23][N:22]=[C:21]([C:18]4[CH:19]=[CH:20][S:16][CH:17]=4)[N:25]=3)[CH2:31][CH2:30]2)=[O:15])[CH:2]=1. (4) Given the reactants [O:1]1[C:5]2[CH:6]=[CH:7][C:8]([C:10]([OH:12])=O)=[CH:9][C:4]=2[O:3][CH2:2]1.Br[C:14]1[CH:22]=[CH:21][C:20]([O:23][CH3:24])=[CH:19][C:15]=1[C:16]([OH:18])=[O:17], predict the reaction product. The product is: [O:1]1[C:5]2[CH:6]=[CH:7][C:8]([C:10]([C:14]3[CH:22]=[CH:21][C:20]([O:23][CH3:24])=[CH:19][C:15]=3[C:16]([OH:18])=[O:17])=[O:12])=[CH:9][C:4]=2[O:3][CH2:2]1. (5) The product is: [CH3:1][O:2][C:3]1[CH:4]=[CH:5][C:6]([CH2:7][N:8]2[CH:12]=[C:11]([C:13]3[N:14]=[C:15]([NH:18][C:19]4[CH:24]=[CH:23][CH:22]=[CH:21][N:20]=4)[S:16][C:17]=3[Cl:27])[CH:10]=[N:9]2)=[CH:25][CH:26]=1. Given the reactants [CH3:1][O:2][C:3]1[CH:26]=[CH:25][C:6]([CH2:7][N:8]2[CH:12]=[C:11]([C:13]3[N:14]=[C:15]([NH:18][C:19]4[CH:24]=[CH:23][CH:22]=[CH:21][N:20]=4)[S:16][CH:17]=3)[CH:10]=[N:9]2)=[CH:5][CH:4]=1.[Cl:27]N1C(=O)CCC1=O, predict the reaction product. (6) Given the reactants [CH2:1]1[C:9]2[C:4](=[CH:5][C:6]([C:10]3[CH:11]=[C:12]4[C:16](=[C:17]([C:19]([NH2:21])=[O:20])[CH:18]=3)[NH:15][CH:14]=[C:13]4[CH:22]3[CH2:27][CH2:26][N:25]([S:28]([CH2:31][CH3:32])(=[O:30])=[O:29])[CH2:24][CH2:23]3)=[CH:7][CH:8]=2)[CH2:3][NH:2]1.[C:33]1([S:39]([N:42]=[C:43]=[O:44])(=[O:41])=[O:40])[CH:38]=[CH:37][CH:36]=[CH:35][CH:34]=1, predict the reaction product. The product is: [CH2:31]([S:28]([N:25]1[CH2:26][CH2:27][CH:22]([C:13]2[C:12]3[C:16](=[C:17]([C:19]([NH2:21])=[O:20])[CH:18]=[C:10]([C:6]4[CH:5]=[C:4]5[C:9](=[CH:8][CH:7]=4)[CH2:1][N:2]([C:43]([NH:42][S:39]([C:33]4[CH:34]=[CH:35][CH:36]=[CH:37][CH:38]=4)(=[O:41])=[O:40])=[O:44])[CH2:3]5)[CH:11]=3)[NH:15][CH:14]=2)[CH2:23][CH2:24]1)(=[O:29])=[O:30])[CH3:32]. (7) Given the reactants [F:1][C:2]1[CH:3]=[C:4]([C:8]2[C:13]([C:14]3[CH:19]=[CH:18][N:17]=[CH:16][CH:15]=3)=[CH:12][N:11]=[C:10]([NH2:20])[N:9]=2)[CH:5]=[CH:6][CH:7]=1.C(=O)(O)[O-].[Na+].[C:26](OCC)(=[O:28])[CH3:27], predict the reaction product. The product is: [F:1][C:2]1[CH:3]=[C:4]([C:8]2[C:13]([C:14]3[CH:19]=[CH:18][N:17]=[CH:16][CH:15]=3)=[CH:12][N:11]=[C:10]([NH:20][C:26](=[O:28])[CH3:27])[N:9]=2)[CH:5]=[CH:6][CH:7]=1. (8) Given the reactants C(O[C:4]1[C:7](=[O:8])[C:6](=[O:9])[C:5]=1[NH:10][C:11]1[C:12]([OH:22])=[C:13]([CH:19]=[CH:20][CH:21]=1)[C:14]([N:16]([CH3:18])[CH3:17])=[O:15])C.[CH3:23][C:24]1[O:28][C:27]([CH:29]([NH2:35])[CH:30]2[CH2:34][CH2:33][CH2:32][S:31]2)=[CH:26][CH:25]=1, predict the reaction product. The product is: [OH:22][C:12]1[C:11]([NH:10][C:5]2[C:6](=[O:9])[C:7](=[O:8])[C:4]=2[NH:35][CH:29]([C:27]2[O:28][C:24]([CH3:23])=[CH:25][CH:26]=2)[CH:30]2[CH2:34][CH2:33][CH2:32][S:31]2)=[CH:21][CH:20]=[CH:19][C:13]=1[C:14]([N:16]([CH3:17])[CH3:18])=[O:15]. (9) Given the reactants [CH2:1]([C:3]1[CH:8]=[C:7]([N+:9]([O-])=O)[CH:6]=[C:5]([CH3:12])[N+:4]=1[O-])[CH3:2], predict the reaction product. The product is: [CH2:1]([C:3]1[CH:8]=[C:7]([NH2:9])[CH:6]=[C:5]([CH3:12])[N:4]=1)[CH3:2].